This data is from Forward reaction prediction with 1.9M reactions from USPTO patents (1976-2016). The task is: Predict the product of the given reaction. The product is: [Br:1][C:2]1[C:3]([O:16][C:13]2[CH:14]=[CH:15][C:10]([Cl:9])=[CH:11][CH:12]=2)=[N:4][CH:5]=[CH:6][CH:7]=1. Given the reactants [Br:1][C:2]1[C:3](Cl)=[N:4][CH:5]=[CH:6][CH:7]=1.[Cl:9][C:10]1[CH:15]=[CH:14][C:13]([OH:16])=[CH:12][CH:11]=1.C(=O)([O-])[O-].[Cs+].[Cs+].C(Cl)Cl, predict the reaction product.